Dataset: Full USPTO retrosynthesis dataset with 1.9M reactions from patents (1976-2016). Task: Predict the reactants needed to synthesize the given product. (1) Given the product [C:12]([CH2:11][NH:10][C:8]([C@@H:7]([NH:6][C:5]1[CH:18]=[CH:19][C:2]([C:36]2[CH:35]=[CH:34][C:33]([N:30]3[CH2:29][CH2:28][N:27]([C:25]([O:24][C:20]([CH3:23])([CH3:22])[CH3:21])=[O:26])[CH2:32][CH2:31]3)=[CH:38][CH:37]=2)=[CH:3][CH:4]=1)[CH2:14][CH:15]([CH3:17])[CH3:16])=[O:9])#[N:13], predict the reactants needed to synthesize it. The reactants are: Br[C:2]1[CH:19]=[CH:18][C:5]([NH:6][C@@H:7]([CH2:14][CH:15]([CH3:17])[CH3:16])[C:8]([NH:10][CH2:11][C:12]#[N:13])=[O:9])=[CH:4][CH:3]=1.[C:20]([O:24][C:25]([N:27]1[CH2:32][CH2:31][N:30]([C:33]2[CH:38]=[CH:37][C:36](B(O)O)=[CH:35][CH:34]=2)[CH2:29][CH2:28]1)=[O:26])([CH3:23])([CH3:22])[CH3:21].C(=O)([O-])[O-].[Na+].[Na+].O. (2) Given the product [F:1][C:2]1[C:10]2[S:9][C:8](=[N:11][C:12](=[O:23])[C:13]3[CH:18]=[CH:17][CH:16]=[C:15]([C:19]([F:20])([F:21])[F:22])[CH:14]=3)[N:7]([CH:26]([CH2:31][CH3:32])[C:27]([OH:29])=[O:28])[C:6]=2[CH:5]=[CH:4][C:3]=1[CH3:24], predict the reactants needed to synthesize it. The reactants are: [F:1][C:2]1[C:10]2[S:9][C:8](=[N:11][C:12](=[O:23])[C:13]3[CH:18]=[CH:17][CH:16]=[C:15]([C:19]([F:22])([F:21])[F:20])[CH:14]=3)[NH:7][C:6]=2[CH:5]=[CH:4][C:3]=1[CH3:24].Br[CH:26]([CH2:31][CH3:32])[C:27]([O:29]C)=[O:28].ClC1C=CC2NC(=NC(=O)C3C=CC=C(C(F)(F)F)C=3)SC=2C=1F.BrCC(OCC)=O. (3) Given the product [C:1]([NH:24][NH:23][C:25]([C:27]1[C:28]([N:36]2[CH2:41][CH2:40][N:39]([C:42]([O:44][C:45]([CH3:48])([CH3:47])[CH3:46])=[O:43])[CH2:38][CH2:37]2)=[C:29]2[CH:35]=[CH:34][NH:33][C:30]2=[N:31][CH:32]=1)=[O:26])(=[O:3])[CH3:2], predict the reactants needed to synthesize it. The reactants are: [CH2:1]([O:3]C1C=CC2C(=CC=CC=2)N1C(OCC)=O)[CH3:2].C(O)(=O)C.[NH:23]([C:25]([C:27]1[C:28]([N:36]2[CH2:41][CH2:40][N:39]([C:42]([O:44][C:45]([CH3:48])([CH3:47])[CH3:46])=[O:43])[CH2:38][CH2:37]2)=[C:29]2[CH:35]=[CH:34][NH:33][C:30]2=[N:31][CH:32]=1)=[O:26])[NH2:24]. (4) Given the product [ClH:30].[O:18]=[C:14]1[NH:13][C:12]2[N:19]=[CH:20][C:9]([CH:8]=[CH:7][C:6]([OH:21])=[O:5])=[CH:10][C:11]=2[CH2:17][O:16][CH2:15]1, predict the reactants needed to synthesize it. The reactants are: C([O:5][C:6](=[O:21])[CH:7]=[CH:8][C:9]1[CH:20]=[N:19][C:12]2[NH:13][C:14](=[O:18])[CH2:15][O:16][CH2:17][C:11]=2[CH:10]=1)(C)(C)C.C(O)(C(F)(F)F)=O.C(Cl)[Cl:30]. (5) Given the product [C:8]([C:7]1[CH:10]=[CH:11][C:4]([C@H:2]([OH:1])[CH2:3][N:12]2[CH2:17][CH2:16][CH2:15][C@H:14]([C:18]([O:20][CH2:21][CH3:22])=[O:19])[CH2:13]2)=[CH:5][CH:6]=1)#[N:9], predict the reactants needed to synthesize it. The reactants are: [O:1]1[CH2:3][C@@H:2]1[C:4]1[CH:11]=[CH:10][C:7]([C:8]#[N:9])=[CH:6][CH:5]=1.[NH:12]1[CH2:17][CH2:16][CH2:15][C@H:14]([C:18]([O:20][CH2:21][CH3:22])=[O:19])[CH2:13]1. (6) Given the product [Cl:14][C:15]1[CH:20]=[CH:19][CH:18]=[CH:17][C:16]=1[NH:21][C:22]([NH:1][C:2]1[C:7]([F:8])=[CH:6][N:5]([CH2:9][CH:10]2[CH2:12][CH2:11]2)[C:4](=[O:13])[N:3]=1)=[O:23], predict the reactants needed to synthesize it. The reactants are: [NH2:1][C:2]1[C:7]([F:8])=[CH:6][N:5]([CH2:9][CH:10]2[CH2:12][CH2:11]2)[C:4](=[O:13])[N:3]=1.[Cl:14][C:15]1[CH:20]=[CH:19][CH:18]=[CH:17][C:16]=1[N:21]=[C:22]=[O:23].